Dataset: Full USPTO retrosynthesis dataset with 1.9M reactions from patents (1976-2016). Task: Predict the reactants needed to synthesize the given product. Given the product [C:1]([O:4][C@H:5]1[C@H:10]([O:11][C:12](=[O:14])[CH3:13])[C@@H:9]([O:15][C:16](=[O:18])[CH3:17])[C@H:8]([C:19]2[CH:24]=[CH:23][C:22]([C:25]#[N:26])=[C:21]([CH2:27][C:28]3[CH:29]=[CH:30][C:31]([O:34][CH2:35][CH2:36][OH:37])=[CH:32][CH:33]=3)[CH:20]=2)[O:7][C@@H:6]1[CH2:45][O:46][C:47](=[O:49])[CH3:48])(=[O:3])[CH3:2], predict the reactants needed to synthesize it. The reactants are: [C:1]([O:4][C@H:5]1[C@H:10]([O:11][C:12](=[O:14])[CH3:13])[C@@H:9]([O:15][C:16](=[O:18])[CH3:17])[C@H:8]([C:19]2[CH:24]=[CH:23][C:22]([C:25]#[N:26])=[C:21]([CH2:27][C:28]3[CH:33]=[CH:32][C:31]([O:34][CH2:35][CH2:36][O:37][Si](C(C)(C)C)(C)C)=[CH:30][CH:29]=3)[CH:20]=2)[O:7][C@@H:6]1[CH2:45][O:46][C:47](=[O:49])[CH3:48])(=[O:3])[CH3:2].C(O)(=O)C.O.C(=O)(O)[O-].[Na+].